From a dataset of Peptide-MHC class II binding affinity with 134,281 pairs from IEDB. Regression. Given a peptide amino acid sequence and an MHC pseudo amino acid sequence, predict their binding affinity value. This is MHC class II binding data. (1) The peptide sequence is VPRDLEVVAATPTSL. The MHC is HLA-DQA10501-DQB10301 with pseudo-sequence HLA-DQA10501-DQB10301. The binding affinity (normalized) is 0.650. (2) The binding affinity (normalized) is 0.183. The peptide sequence is KMIGGIGGFIKVRQYDQIPI. The MHC is DRB1_0101 with pseudo-sequence DRB1_0101. (3) The peptide sequence is VNPIEGEPYVQGQLD. The MHC is DRB1_0405 with pseudo-sequence DRB1_0405. The binding affinity (normalized) is 0.218. (4) The peptide sequence is TVGTKTFLVHREWFM. The binding affinity (normalized) is 0.219. The MHC is DRB1_0404 with pseudo-sequence DRB1_0404. (5) The peptide sequence is NNGGDAMYMALIAAF. The MHC is DRB4_0101 with pseudo-sequence DRB4_0103. The binding affinity (normalized) is 0.696. (6) The peptide sequence is EEVMNIVLIALSILA. The MHC is H-2-IAb with pseudo-sequence H-2-IAb. The binding affinity (normalized) is 0.0230.